This data is from Forward reaction prediction with 1.9M reactions from USPTO patents (1976-2016). The task is: Predict the product of the given reaction. The product is: [C:6]([NH:1][CH2:2][CH2:3][OH:4])([O:8][CH2:9][C:10]1[CH:15]=[CH:14][CH:13]=[CH:12][CH:11]=1)=[O:7]. Given the reactants [NH2:1][CH2:2][CH2:3][OH:4].Cl[C:6]([O:8][CH2:9][C:10]1[CH:15]=[CH:14][CH:13]=[CH:12][CH:11]=1)=[O:7], predict the reaction product.